Dataset: Full USPTO retrosynthesis dataset with 1.9M reactions from patents (1976-2016). Task: Predict the reactants needed to synthesize the given product. (1) The reactants are: [Mg].II.Br[C:5]1[CH:6]=[C:7]([CH3:12])[CH:8]=[C:9]([CH3:11])[CH:10]=1.[P:13]([O-:20])(OCC)OCC.Cl. Given the product [CH3:11][C:9]1[CH:10]=[C:5]([PH:13](=[O:20])[C:5]2[CH:10]=[C:9]([CH3:11])[CH:8]=[C:7]([CH3:12])[CH:6]=2)[CH:6]=[C:7]([CH3:12])[CH:8]=1, predict the reactants needed to synthesize it. (2) Given the product [Cl:1][C:2]1[CH:3]=[CH:4][C:5]([N:10]2[CH2:21][CH2:20][C:13]3[N:14]=[CH:15][N:16]=[C:17]([Cl:38])[C:12]=3[CH2:11]2)=[C:6]([CH:9]=1)[C:7]#[N:8], predict the reactants needed to synthesize it. The reactants are: [Cl:1][C:2]1[CH:3]=[CH:4][C:5]([N:10]2[CH2:21][CH2:20][C:13]3[N:14]=[CH:15][N:16]=[C:17](OC)[C:12]=3[CH2:11]2)=[C:6]([CH:9]=1)[C:7]#[N:8].CN(C)C1C=CC=CC=1.CN(C)C=O.P(Cl)(Cl)([Cl:38])=O.[OH-].[Na+]. (3) Given the product [CH2:15]([CH:9]1[C:10]2[C:5](=[CH:4][C:3]([O:2][CH3:1])=[CH:12][CH:11]=2)[CH2:6][CH2:7][C:8]1=[O:13])[CH3:16], predict the reactants needed to synthesize it. The reactants are: [CH3:1][O:2][C:3]1[CH:4]=[C:5]2[C:10](=[CH:11][CH:12]=1)[CH2:9][C:8](=[O:13])[CH2:7][CH2:6]2.N1CC[CH2:16][CH2:15]1.CO.C(I)C. (4) Given the product [NH2:23][C:20]1[CH:19]=[CH:18][C:17]([N:14]2[CH2:15][CH2:16][N:11]([CH2:10][CH2:9][NH:8][C:6]([O:5][C:1]([CH3:4])([CH3:3])[CH3:2])=[O:7])[CH2:12][CH2:13]2)=[CH:22][CH:21]=1, predict the reactants needed to synthesize it. The reactants are: [C:1]([O:5][C:6]([NH:8][CH2:9][CH2:10][N:11]1[CH2:16][CH2:15][N:14]([C:17]2[CH:22]=[CH:21][C:20]([N+:23]([O-])=O)=[CH:19][CH:18]=2)[CH2:13][CH2:12]1)=[O:7])([CH3:4])([CH3:3])[CH3:2]. (5) Given the product [Br:1][C:2]1[CH:3]=[C:4]2[C:9](=[C:10]([Br:19])[C:11]=1[CH2:12][N:13]1[CH2:18][CH2:17][N:16]([CH2:35][CH3:36])[CH2:15][CH2:14]1)[NH:8][C:7](=[O:20])[N:6]([CH2:21][C:22]1[CH:27]=[C:26]([Cl:28])[CH:25]=[CH:24][C:23]=1[S:29]([CH2:32][CH3:33])(=[O:31])=[O:30])[C:5]2=[O:34], predict the reactants needed to synthesize it. The reactants are: [Br:1][C:2]1[CH:3]=[C:4]2[C:9](=[C:10]([Br:19])[C:11]=1[CH2:12][N:13]1[CH2:18][CH2:17][NH:16][CH2:15][CH2:14]1)[NH:8][C:7](=[O:20])[N:6]([CH2:21][C:22]1[CH:27]=[C:26]([Cl:28])[CH:25]=[CH:24][C:23]=1[S:29]([CH2:32][CH3:33])(=[O:31])=[O:30])[C:5]2=[O:34].[CH:35](=O)[CH3:36]. (6) Given the product [C:48]([NH:1][CH:2]1[CH2:6][CH2:5][N:4]([C:7]2[CH:15]=[CH:14][C:10]([C:11]([NH2:13])=[O:12])=[C:9]([C:16]3[CH:21]=[CH:20][C:19]([O:22][C:23]4[CH:28]=[CH:27][CH:26]=[CH:25][CH:24]=4)=[CH:18][CH:17]=3)[N:8]=2)[CH2:3]1)(=[O:50])[CH:45]=[CH2:44], predict the reactants needed to synthesize it. The reactants are: [NH2:1][CH:2]1[CH2:6][CH2:5][N:4]([C:7]2[CH:15]=[CH:14][C:10]([C:11]([NH2:13])=[O:12])=[C:9]([C:16]3[CH:21]=[CH:20][C:19]([O:22][C:23]4[CH:28]=[CH:27][CH:26]=[CH:25][CH:24]=4)=[CH:18][CH:17]=3)[N:8]=2)[CH2:3]1.C(OC(N1C=C(C2C=C[C:45]([C:48](=[O:50])N)=[C:44](C3C=CC(OC4C=CC=CC=4)=CC=3)N=2)CCC1)=O)(C)(C)C. (7) The reactants are: [CH:1]1([N:4]([CH2:12][C:13]2[CH:14]=[C:15]([CH2:23][O:24][Si](C(C)(C)C)(C)C)[CH:16]=[C:17]3[C:22]=2[N:21]=[CH:20][CH:19]=[CH:18]3)[C:5](=[O:11])[O:6][C:7]([CH3:10])([CH3:9])[CH3:8])[CH2:3][CH2:2]1.CCCC[N+](CCCC)(CCCC)CCCC.[F-]. Given the product [CH:1]1([N:4]([CH2:12][C:13]2[CH:14]=[C:15]([CH2:23][OH:24])[CH:16]=[C:17]3[C:22]=2[N:21]=[CH:20][CH:19]=[CH:18]3)[C:5](=[O:11])[O:6][C:7]([CH3:9])([CH3:10])[CH3:8])[CH2:2][CH2:3]1, predict the reactants needed to synthesize it. (8) Given the product [N:1]1([CH:7]2[CH2:8][CH2:9][C:10]([O:13][S:31]([C:34]([F:37])([F:36])[F:35])(=[O:33])=[O:32])=[CH:11][CH2:12]2)[CH2:2][CH2:3][O:4][CH2:5][CH2:6]1, predict the reactants needed to synthesize it. The reactants are: [N:1]1([CH:7]2[CH2:12][CH2:11][C:10](=[O:13])[CH2:9][CH2:8]2)[CH2:6][CH2:5][O:4][CH2:3][CH2:2]1.C[Si]([N-][Si](C)(C)C)(C)C.[Li+].C1C=CC(N([S:31]([C:34]([F:37])([F:36])[F:35])(=[O:33])=[O:32])[S:31]([C:34]([F:37])([F:36])[F:35])(=[O:33])=[O:32])=CC=1. (9) Given the product [N:20]1([CH2:19][CH2:18][O:17][C:16]2[CH:25]=[CH:26][C:13]([NH:1][C:2]3[N:3]=[CH:4][C:5]([C:8]([O:10][CH3:11])=[O:9])=[CH:6][N:7]=3)=[CH:14][CH:15]=2)[CH2:24][CH2:23][CH2:22][CH2:21]1, predict the reactants needed to synthesize it. The reactants are: [NH2:1][C:2]1[N:7]=[CH:6][C:5]([C:8]([O:10][CH3:11])=[O:9])=[CH:4][N:3]=1.Br[C:13]1[CH:26]=[CH:25][C:16]([O:17][CH2:18][CH2:19][N:20]2[CH2:24][CH2:23][CH2:22][CH2:21]2)=[CH:15][CH:14]=1.CC1(C)C2C(=C(P(C3C=CC=CC=3)C3C=CC=CC=3)C=CC=2)OC2C(P(C3C=CC=CC=3)C3C=CC=CC=3)=CC=CC1=2.C([O-])([O-])=O.[Cs+].[Cs+]. (10) Given the product [O:34]=[S:2]1(=[O:1])[C:8]2[CH:9]=[C:10]([O:15][CH2:16][C:17]([OH:19])=[O:18])[C:11]([O:13][CH3:14])=[CH:12][C:7]=2[N:6]([C:22]2[CH:27]=[CH:26][CH:25]=[CH:24][CH:23]=2)[CH2:5][C:4]([CH2:30][CH2:31][CH2:32][CH3:33])([CH2:28][CH3:29])[CH2:3]1, predict the reactants needed to synthesize it. The reactants are: [O:1]=[S:2]1(=[O:34])[C:8]2[CH:9]=[C:10]([O:15][CH2:16][C:17]([O:19]CC)=[O:18])[C:11]([O:13][CH3:14])=[CH:12][C:7]=2[N:6]([C:22]2[CH:27]=[CH:26][CH:25]=[CH:24][CH:23]=2)[CH2:5][C:4]([CH2:30][CH2:31][CH2:32][CH3:33])([CH2:28][CH3:29])[CH2:3]1.[OH-].[Na+].CC(O)=O.